From a dataset of Forward reaction prediction with 1.9M reactions from USPTO patents (1976-2016). Predict the product of the given reaction. (1) Given the reactants Br[C:2]1[CH:16]=[CH:15][C:5]2[N:6]([CH:9]3[CH2:14][CH2:13][CH2:12][CH2:11][O:10]3)[CH:7]=[N:8][C:4]=2[C:3]=1[F:17].CCCCCC.CN([CH:27]=[O:28])C, predict the reaction product. The product is: [F:17][C:3]1[C:4]2[N:8]=[CH:7][N:6]([CH:9]3[CH2:14][CH2:13][CH2:12][CH2:11][O:10]3)[C:5]=2[CH:15]=[CH:16][C:2]=1[CH:27]=[O:28]. (2) Given the reactants N.Br[C:3]1[CH:8]=[C:7]([O:9][CH3:10])[C:6]([O:11][CH3:12])=[CH:5][C:4]=1[CH2:13][CH2:14][C:15]#[N:16], predict the reaction product. The product is: [CH3:12][O:11][C:6]1[CH:5]=[C:4]2[C:3](=[CH:8][C:7]=1[O:9][CH3:10])[CH:14]([C:15]#[N:16])[CH2:13]2.